The task is: Regression/Classification. Given a drug SMILES string, predict its toxicity properties. Task type varies by dataset: regression for continuous values (e.g., LD50, hERG inhibition percentage) or binary classification for toxic/non-toxic outcomes (e.g., AMES mutagenicity, cardiotoxicity, hepatotoxicity). Dataset: ames.. This data is from Ames mutagenicity test results for genotoxicity prediction. (1) The molecule is CCc1ccccc1[N+](=O)[O-]. The result is 0 (non-mutagenic). (2) The compound is NC(CSc1c(Cl)c(Cl)c(Cl)c(Cl)c1Cl)C(=O)O. The result is 0 (non-mutagenic). (3) The molecule is CC(=O)Nc1ccc(-c2ccccc2)cc1. The result is 1 (mutagenic). (4) The molecule is C=CC(=C)Cl. The result is 0 (non-mutagenic). (5) The compound is O=C1CC(=C(Cl)Cl)C(=O)N1. The result is 1 (mutagenic).